From a dataset of TCR-epitope binding with 47,182 pairs between 192 epitopes and 23,139 TCRs. Binary Classification. Given a T-cell receptor sequence (or CDR3 region) and an epitope sequence, predict whether binding occurs between them. (1) The epitope is FIAGLIAIV. The TCR CDR3 sequence is CASSGLGLADYEQYF. Result: 1 (the TCR binds to the epitope). (2) The epitope is KLGGALQAK. The TCR CDR3 sequence is CASTLAYLSEVGYNEQFF. Result: 1 (the TCR binds to the epitope). (3) The epitope is IVTDFSVIK. The TCR CDR3 sequence is CASSFEEPSLYEQYF. Result: 0 (the TCR does not bind to the epitope).